Dataset: CYP1A2 inhibition data for predicting drug metabolism from PubChem BioAssay. Task: Regression/Classification. Given a drug SMILES string, predict its absorption, distribution, metabolism, or excretion properties. Task type varies by dataset: regression for continuous measurements (e.g., permeability, clearance, half-life) or binary classification for categorical outcomes (e.g., BBB penetration, CYP inhibition). Dataset: cyp1a2_veith. (1) The result is 1 (inhibitor). The molecule is CCN(C(=O)Cc1ccccc1OC)c1nnc(-c2ccncc2)s1. (2) The drug is CCC(C)(C(=O)NC1CCCCC1)N(Cc1ccco1)C(=O)Cc1cccs1. The result is 0 (non-inhibitor). (3) The drug is O=C1OC2(c3ccc(O)cc3Oc3cc(O)ccc32)c2c1c(-c1ccccc1)c(-c1ccccc1)c(-c1ccccc1)c2-c1ccccc1. The result is 0 (non-inhibitor). (4) The drug is C[C@@]1(C(=O)O)[C@H]2CC[C@H](O2)[C@]1(C)C(=O)O. The result is 0 (non-inhibitor).